Dataset: NCI-60 drug combinations with 297,098 pairs across 59 cell lines. Task: Regression. Given two drug SMILES strings and cell line genomic features, predict the synergy score measuring deviation from expected non-interaction effect. (1) Drug 1: CC1C(C(CC(O1)OC2CC(CC3=C2C(=C4C(=C3O)C(=O)C5=C(C4=O)C(=CC=C5)OC)O)(C(=O)CO)O)N)O.Cl. Drug 2: CC12CCC3C(C1CCC2O)C(CC4=C3C=CC(=C4)O)CCCCCCCCCS(=O)CCCC(C(F)(F)F)(F)F. Cell line: SK-MEL-5. Synergy scores: CSS=21.1, Synergy_ZIP=-1.48, Synergy_Bliss=-0.880, Synergy_Loewe=-0.998, Synergy_HSA=-0.201. (2) Drug 1: C1=CC(=C2C(=C1NCCNCCO)C(=O)C3=C(C=CC(=C3C2=O)O)O)NCCNCCO. Drug 2: CS(=O)(=O)CCNCC1=CC=C(O1)C2=CC3=C(C=C2)N=CN=C3NC4=CC(=C(C=C4)OCC5=CC(=CC=C5)F)Cl. Cell line: SK-MEL-5. Synergy scores: CSS=25.6, Synergy_ZIP=6.93, Synergy_Bliss=8.42, Synergy_Loewe=-15.2, Synergy_HSA=2.47. (3) Drug 1: C1=NC2=C(N1)C(=S)N=C(N2)N. Drug 2: C1C(C(OC1N2C=C(C(=O)NC2=O)F)CO)O. Cell line: MALME-3M. Synergy scores: CSS=23.7, Synergy_ZIP=-5.62, Synergy_Bliss=-1.65, Synergy_Loewe=-1.93, Synergy_HSA=-1.19. (4) Drug 1: CC1=C(N=C(N=C1N)C(CC(=O)N)NCC(C(=O)N)N)C(=O)NC(C(C2=CN=CN2)OC3C(C(C(C(O3)CO)O)O)OC4C(C(C(C(O4)CO)O)OC(=O)N)O)C(=O)NC(C)C(C(C)C(=O)NC(C(C)O)C(=O)NCCC5=NC(=CS5)C6=NC(=CS6)C(=O)NCCC[S+](C)C)O. Drug 2: CN(CCCl)CCCl.Cl. Cell line: HCT116. Synergy scores: CSS=54.9, Synergy_ZIP=-2.77, Synergy_Bliss=-2.38, Synergy_Loewe=-4.06, Synergy_HSA=1.97.